This data is from Full USPTO retrosynthesis dataset with 1.9M reactions from patents (1976-2016). The task is: Predict the reactants needed to synthesize the given product. (1) Given the product [Br:1][C:2]1[C:3]2[C:8](=[C:7]([CH2:12][Br:21])[CH:6]=[CH:5][CH:4]=2)[CH:9]=[CH:10][CH:11]=1, predict the reactants needed to synthesize it. The reactants are: [Br:1][C:2]1[CH:11]=[CH:10][CH:9]=[C:8]2[C:3]=1[CH:4]=[CH:5][CH:6]=[C:7]2[CH2:12]O.N1C=CC=CC=1.P(Br)(Br)[Br:21]. (2) Given the product [F:16][C:14]1[CH:13]=[CH:12][C:11]2[O:17][CH2:18][C@@H:19]3[C@H:20]([C:21]4[CH:26]=[CH:25][CH:24]=[CH:23][CH:22]=4)[C:2]([C:3]([O:5][CH2:6][CH3:7])=[O:4])=[N:8][N:9]3[C:10]=2[CH:15]=1, predict the reactants needed to synthesize it. The reactants are: Cl/[C:2](=[N:8]/[NH:9][C:10]1[CH:15]=[C:14]([F:16])[CH:13]=[CH:12][C:11]=1[O:17][CH2:18]/[CH:19]=[CH:20]/[C:21]1[CH:26]=[CH:25][CH:24]=[CH:23][CH:22]=1)/[C:3]([O:5][CH2:6][CH3:7])=[O:4].C(N(CC)CC)C.CCOC(C)=O. (3) Given the product [CH2:1]([O:5][C:6]1[CH:28]=[C:27]([O:29][CH2:30][CH:31]([CH3:33])[CH3:32])[CH:26]=[CH:25][C:7]=1[CH2:8][C:10]1[CH:11]=[CH:12][C:13]([O:20][CH2:21][CH:22]([CH3:24])[CH3:23])=[C:14]([CH2:16][C:17]([OH:19])=[O:18])[CH:15]=1)[CH:2]([CH3:4])[CH3:3], predict the reactants needed to synthesize it. The reactants are: [CH2:1]([O:5][C:6]1[CH:28]=[C:27]([O:29][CH2:30][CH:31]([CH3:33])[CH3:32])[CH:26]=[CH:25][C:7]=1[C:8]([C:10]1[CH:11]=[CH:12][C:13]([O:20][CH2:21][CH:22]([CH3:24])[CH3:23])=[C:14]([CH2:16][C:17]([OH:19])=[O:18])[CH:15]=1)=O)[CH:2]([CH3:4])[CH3:3].[H][H]. (4) Given the product [F:18][C:19]1[CH:24]=[CH:23][CH:22]=[CH:21][C:20]=1[N:25]1[CH2:30][CH2:29][N:28]([CH2:14][CH2:13][CH2:12][C:11]2[N:7]([C:1]3[CH:6]=[CH:5][CH:4]=[CH:3][CH:2]=3)[N:8]=[C:9]([CH2:16][CH3:17])[CH:10]=2)[CH2:27][CH2:26]1, predict the reactants needed to synthesize it. The reactants are: [C:1]1([N:7]2[C:11]([CH2:12][CH2:13][CH:14]=O)=[CH:10][C:9]([CH2:16][CH3:17])=[N:8]2)[CH:6]=[CH:5][CH:4]=[CH:3][CH:2]=1.[F:18][C:19]1[CH:24]=[CH:23][CH:22]=[CH:21][C:20]=1[N:25]1[CH2:30][CH2:29][NH:28][CH2:27][CH2:26]1.CCN(C(C)C)C(C)C.[BH-](OC(C)=O)(OC(C)=O)OC(C)=O.[Na+]. (5) Given the product [F:16][C:17]1[CH:22]=[C:21]([I:23])[CH:20]=[C:19]([F:24])[C:18]=1[CH:25]([OH:27])[CH3:26], predict the reactants needed to synthesize it. The reactants are: C([Li])CCC.CC1CCCN(C)C1(C)C.[F:16][C:17]1[CH:22]=[C:21]([I:23])[CH:20]=[C:19]([F:24])[CH:18]=1.[CH:25](=[O:27])[CH3:26]. (6) Given the product [NH:11]1[C:15]2[CH:16]=[CH:17][CH:18]=[CH:19][C:14]=2[N:13]=[C:12]1[C@H:8]([NH:9][C:10]([NH:30][CH:23]1[CH2:29][CH2:28][CH2:27][CH2:26][CH2:25][CH2:24]1)=[O:20])[CH2:7][C:6]1[CH:5]=[CH:4][C:3]([O:2][CH3:1])=[CH:22][CH:21]=1, predict the reactants needed to synthesize it. The reactants are: [CH3:1][O:2][C:3]1[CH:22]=[CH:21][C:6]([CH2:7][C@@H:8]2[C:12]3=[N:13][C:14]4[CH:19]=[CH:18][CH:17]=[CH:16][C:15]=4[N:11]3[C:10](=[O:20])[NH:9]2)=[CH:5][CH:4]=1.[CH:23]1([NH2:30])[CH2:29][CH2:28][CH2:27][CH2:26][CH2:25][CH2:24]1.C(O)(C(F)(F)F)=O.